Dataset: Microsomal clearance measurements from AstraZeneca. Task: Regression/Classification. Given a drug SMILES string, predict its absorption, distribution, metabolism, or excretion properties. Task type varies by dataset: regression for continuous measurements (e.g., permeability, clearance, half-life) or binary classification for categorical outcomes (e.g., BBB penetration, CYP inhibition). For this dataset (clearance_microsome_az), we predict log10(clearance) (log10 of the in vitro intrinsic clearance, CLint, in uL/min per mg of human liver microsomal protein, equivalently mL/min/g; values are censored to the assay range of 3 to 150, which is 0.477 to 2.18 on this log10 scale). (1) The drug is O=C(O)COc1ccc(C(F)(F)F)cc1CN1CCN(C(=O)c2ccccc2)CC1. The log10(clearance) is 0.670. (2) The drug is Nc1nc2ccc(-c3ccncc3)cc2s1. The log10(clearance) is 1.31. (3) The compound is O=C(NCc1ccccc1)c1cc(-c2ccco2)on1. The log10(clearance) is 1.85. (4) The molecule is N=C(N)NC(=O)c1nc(Cl)c(N)nc1N. The log10(clearance) is 0.480. (5) The drug is COC(=O)C1=C(C)NC2=C(C(=O)CC(C)(C)C2)C1c1ccc(-c2ccc(C(F)(F)F)cc2)cc1. The log10(clearance) is 0.960. (6) The compound is CC(C)(C)NC(=O)c1ccc(Oc2cc(F)c(CC(=O)O)cc2Cl)c(NS(=O)(=O)c2ccc(C3CC3)cc2Cl)c1. The log10(clearance) is 0.480. (7) The compound is O=C(O)c1cccc(N2CCC(CN3CCC(Oc4ccc(Cl)c(Cl)c4)CC3)CC2)c1. The log10(clearance) is 0.780.